This data is from Forward reaction prediction with 1.9M reactions from USPTO patents (1976-2016). The task is: Predict the product of the given reaction. The product is: [CH:33]1([CH2:32][N:19]([CH2:18][CH:13]2[CH2:14][CH2:15][CH2:16][CH2:17]2)[C@@H:20]([C@@H:30]([OH:31])[C:6]2[CH:7]=[CH:8][C:3]([C:2]([F:12])([F:11])[F:1])=[CH:4][CH:5]=2)[CH2:21][CH2:22]/[CH:23]=[CH:24]/[C:25]([O:27][CH2:28][CH3:29])=[O:26])[CH2:34][CH2:35][CH2:36][CH2:37]1. Given the reactants [F:1][C:2]([F:12])([F:11])[C:3]1[CH:8]=[CH:7][C:6]([Mg]Br)=[CH:5][CH:4]=1.[CH:13]1([CH2:18][N:19]([CH2:32][CH:33]2[CH2:37][CH2:36][CH2:35][CH2:34]2)[C@@H:20]([CH:30]=[O:31])[CH2:21][CH2:22]/[CH:23]=[CH:24]/[C:25]([O:27][CH2:28][CH3:29])=[O:26])[CH2:17][CH2:16][CH2:15][CH2:14]1, predict the reaction product.